Dataset: Full USPTO retrosynthesis dataset with 1.9M reactions from patents (1976-2016). Task: Predict the reactants needed to synthesize the given product. Given the product [CH3:14][O:15][CH2:16][O:1][C:2]1[CH:3]=[C:4]([CH:7]=[C:8]([O:10][CH2:17][O:19][CH3:20])[CH:9]=1)[CH:5]=[O:6], predict the reactants needed to synthesize it. The reactants are: [OH:1][C:2]1[CH:3]=[C:4]([CH:7]=[C:8]([OH:10])[CH:9]=1)[CH:5]=[O:6].[H-].[Na+].Cl[CH2:14][O:15][CH3:16].[CH2:17]([O:19][CH2:20]C)C.